Task: Regression. Given a peptide amino acid sequence and an MHC pseudo amino acid sequence, predict their binding affinity value. This is MHC class I binding data.. Dataset: Peptide-MHC class I binding affinity with 185,985 pairs from IEDB/IMGT (1) The peptide sequence is YRNALSMMP. The MHC is HLA-B48:01 with pseudo-sequence HLA-B48:01. The binding affinity (normalized) is 0.0847. (2) The peptide sequence is REIGDISYL. The MHC is HLA-B35:01 with pseudo-sequence HLA-B35:01. The binding affinity (normalized) is 0.0847. (3) The peptide sequence is EHFYWGSVF. The MHC is HLA-A01:01 with pseudo-sequence HLA-A01:01. The binding affinity (normalized) is 0.0847.